Dataset: Forward reaction prediction with 1.9M reactions from USPTO patents (1976-2016). Task: Predict the product of the given reaction. (1) Given the reactants [N-:1]=[N+:2]=[N-:3].[Na+].CS(O[CH2:10][C@@H:11]1[O:15][C:14](=[O:16])[N:13]([C:17]2[CH:22]=[CH:21][C:20]([N:23]3[CH:27]=[C:26]([CH3:28])[N:25]=[CH:24]3)=[C:19]([F:29])[CH:18]=2)[CH2:12]1)(=O)=O.C(OCC)(=O)C.O, predict the reaction product. The product is: [N:1]([CH2:10][C@@H:11]1[O:15][C:14](=[O:16])[N:13]([C:17]2[CH:22]=[CH:21][C:20]([N:23]3[CH:27]=[C:26]([CH3:28])[N:25]=[CH:24]3)=[C:19]([F:29])[CH:18]=2)[CH2:12]1)=[N+:2]=[N-:3]. (2) Given the reactants C([Si](C)(C)[O:6][CH:7]([C:34]([CH3:37])([CH3:36])[CH3:35])[CH2:8][O:9][C:10]1[CH:15]=[CH:14][C:13]([C:16]([C:21]2[S:25][C:24]([CH2:26][NH:27][CH2:28][C:29]([OH:31])=[O:30])=[C:23]([CH3:32])[CH:22]=2)([CH2:19][CH3:20])[CH2:17][CH3:18])=[CH:12][C:11]=1[CH3:33])(C)(C)C.[C:40](Cl)(=[O:42])[CH3:41], predict the reaction product. The product is: [C:40]([N:27]([CH2:26][C:24]1[S:25][C:21]([C:16]([CH2:17][CH3:18])([C:13]2[CH:14]=[CH:15][C:10]([O:9][CH2:8][CH:7]([OH:6])[C:34]([CH3:35])([CH3:36])[CH3:37])=[C:11]([CH3:33])[CH:12]=2)[CH2:19][CH3:20])=[CH:22][C:23]=1[CH3:32])[CH2:28][C:29]([OH:31])=[O:30])(=[O:42])[CH3:41]. (3) Given the reactants [C:1]([N:4]1[CH2:9][CH2:8][C:7]2[S:10][C:11]([C:13]3[CH:18]=[CH:17][C:16]([O:19]CC4C=CC=CC=4)=[CH:15][CH:14]=3)=[N:12][C:6]=2[CH2:5]1)(=[O:3])[CH3:2].B(Br)(Br)Br.O, predict the reaction product. The product is: [C:1]([N:4]1[CH2:9][CH2:8][C:7]2[S:10][C:11]([C:13]3[CH:18]=[CH:17][C:16]([OH:19])=[CH:15][CH:14]=3)=[N:12][C:6]=2[CH2:5]1)(=[O:3])[CH3:2]. (4) Given the reactants Br[C:2]1[C:10]2[C:5](=[CH:6][CH:7]=[C:8]([C:11]([NH:13][CH:14]3[CH2:19][CH:18]([CH2:20][C:21]4[C:26]([F:27])=[CH:25][CH:24]=[CH:23][C:22]=4[F:28])[CH2:17][N:16]([CH3:29])[CH2:15]3)=[O:12])[CH:9]=2)[N:4]([C:30]([C:43]2[CH:48]=[CH:47][CH:46]=[CH:45][CH:44]=2)([C:37]2[CH:42]=[CH:41][CH:40]=[CH:39][CH:38]=2)[C:31]2[CH:36]=[CH:35][CH:34]=[CH:33][CH:32]=2)[N:3]=1.[O-]P([O-])([O-])=O.[K+].[K+].[K+].[CH3:57][C:58]1[CH:63]=[C:62](B2OC(C)(C)C(C)(C)O2)[CH:61]=[CH:60][N:59]=1, predict the reaction product. The product is: [F:27][C:26]1[CH:25]=[CH:24][CH:23]=[C:22]([F:28])[C:21]=1[CH2:20][CH:18]1[CH2:17][N:16]([CH3:29])[CH2:15][CH:14]([NH:13][C:11]([C:8]2[CH:9]=[C:10]3[C:5](=[CH:6][CH:7]=2)[N:4]([C:30]([C:31]2[CH:36]=[CH:35][CH:34]=[CH:33][CH:32]=2)([C:37]2[CH:38]=[CH:39][CH:40]=[CH:41][CH:42]=2)[C:43]2[CH:44]=[CH:45][CH:46]=[CH:47][CH:48]=2)[N:3]=[C:2]3[C:62]2[CH:61]=[CH:60][N:59]=[C:58]([CH3:57])[CH:63]=2)=[O:12])[CH2:19]1. (5) Given the reactants [F:1][C:2]1[CH:3]=[C:4]([CH:34]=[CH:35][C:36]=1[F:37])[C:5]([N:7]=[C:8]([NH:28][C@@H:29]([CH3:33])[CH2:30][O:31][CH3:32])[NH:9][C:10]1[C:18]2[C:13](=[CH:14][C:15]([C:19]([F:22])([F:21])[F:20])=[CH:16][CH:17]=2)[N:12]([C:23]([O:25][CH2:26]Cl)=[O:24])[N:11]=1)=[O:6].[I-:38].[Na+].C(=O)(O)[O-].[Na+].CCOC(C)=O, predict the reaction product. The product is: [F:1][C:2]1[CH:3]=[C:4]([CH:34]=[CH:35][C:36]=1[F:37])[C:5]([N:7]=[C:8]([NH:28][C@@H:29]([CH3:33])[CH2:30][O:31][CH3:32])[NH:9][C:10]1[C:18]2[C:13](=[CH:14][C:15]([C:19]([F:22])([F:21])[F:20])=[CH:16][CH:17]=2)[N:12]([C:23]([O:25][CH2:26][I:38])=[O:24])[N:11]=1)=[O:6]. (6) Given the reactants [C:1]([C:3]1[CH:4]=[C:5]([CH2:8][OH:9])[S:6][CH:7]=1)#[CH:2].C(N(CC)CC)C.[C:17]([Si:21]([CH3:24])([CH3:23])Cl)([CH3:20])([CH3:19])[CH3:18].O, predict the reaction product. The product is: [C:17]([Si:21]([O:9][CH2:8][C:5]1[S:6][CH:7]=[C:3]([C:1]#[CH:2])[CH:4]=1)([CH3:24])[CH3:23])([CH3:20])([CH3:19])[CH3:18].